Task: Binary Classification. Given a drug SMILES string, predict its activity (active/inactive) in a high-throughput screening assay against a specified biological target.. Dataset: HIV replication inhibition screening data with 41,000+ compounds from the AIDS Antiviral Screen The molecule is Nc1nc(CCC(=O)Nc2cccc(C(F)(F)F)c2)cc(-c2ccc3ccccc3c2)n1. The result is 0 (inactive).